Dataset: Peptide-MHC class I binding affinity with 185,985 pairs from IEDB/IMGT. Task: Regression. Given a peptide amino acid sequence and an MHC pseudo amino acid sequence, predict their binding affinity value. This is MHC class I binding data. The peptide sequence is PMIIGEPII. The MHC is HLA-A11:01 with pseudo-sequence HLA-A11:01. The binding affinity (normalized) is 0.